Dataset: Catalyst prediction with 721,799 reactions and 888 catalyst types from USPTO. Task: Predict which catalyst facilitates the given reaction. (1) Reactant: Cl[C:2]1[S:6][N:5]=[C:4]([C:7]2[CH:11]=[CH:10][S:9][CH:8]=2)[N:3]=1.FC(F)(F)C(O)=O.[O:19]1[C:23]2[CH:24]=[CH:25][CH:26]=[CH:27][C:22]=2[C:21]([NH:28][C:29]([N:31]2[CH2:36][CH2:35][NH:34][CH2:33][CH2:32]2)=[O:30])=[N:20]1.C(N(CC)CC)C.O. Product: [O:19]1[C:23]2[CH:24]=[CH:25][CH:26]=[CH:27][C:22]=2[C:21]([NH:28][C:29]([N:31]2[CH2:36][CH2:35][N:34]([C:2]3[S:6][N:5]=[C:4]([C:7]4[CH:11]=[CH:10][S:9][CH:8]=4)[N:3]=3)[CH2:33][CH2:32]2)=[O:30])=[N:20]1. The catalyst class is: 9. (2) The catalyst class is: 1. Product: [S:72]([C:11]1[CH:16]=[CH:15][C:14]([CH3:17])=[CH:13][CH:12]=1)([OH:74])(=[O:76])=[O:73].[Cl:2][C:3]1[CH:4]=[C:5]([CH:24]=[CH:25][C:26]=1[O:27][CH2:28][C:29]1[CH:34]=[CH:33][CH:32]=[C:31]([F:35])[CH:30]=1)[NH:6][C:7]1[C:16]2[C:11](=[CH:12][CH:13]=[C:14]([C:17]3[O:21][C:20]([CH:22]=[O:23])=[CH:19][CH:18]=3)[CH:15]=2)[N:10]=[CH:9][N:8]=1. Reactant: Cl.[Cl:2][C:3]1[CH:4]=[C:5]([CH:24]=[CH:25][C:26]=1[O:27][CH2:28][C:29]1[CH:34]=[CH:33][CH:32]=[C:31]([F:35])[CH:30]=1)[NH:6][C:7]1[C:16]2[C:11](=[CH:12][CH:13]=[C:14]([C:17]3[O:21][C:20]([CH:22]=[O:23])=[CH:19][CH:18]=3)[CH:15]=2)[N:10]=[CH:9][N:8]=1.ClC1C=C(NC2C3C(=CC=C(C4OC(CNCC[S:72](C)(=[O:74])=[O:73])=CC=4)C=3)N=CN=2)C=CC=1OCC1C=CC=C(F)C=1.[OH-:76].[Na+]. (3) Reactant: [NH2:1][C:2]1[CH:7]=[C:6]([O:8][CH3:9])[CH:5]=[CH:4][N:3]=1.Br[CH2:11][C:12](=O)[C:13]([O:15][CH2:16][CH3:17])=[O:14]. Product: [CH3:9][O:8][C:6]1[CH:5]=[CH:4][N:3]2[CH:11]=[C:12]([C:13]([O:15][CH2:16][CH3:17])=[O:14])[N:1]=[C:2]2[CH:7]=1. The catalyst class is: 8. (4) Reactant: [CH:1]([N:4]1[CH2:9][CH2:8][N:7]([C:10]([C:12]2[CH:17]=[CH:16][C:15]([CH2:18][N:19]3[CH2:24][CH2:23][O:22][CH2:21][CH2:20]3)=[CH:14][CH:13]=2)=[O:11])[CH2:6][CH2:5]1)([CH3:3])[CH3:2].[ClH:25].CC(OC)(C)C. Product: [OH2:11].[ClH:25].[ClH:25].[CH:1]([N:4]1[CH2:9][CH2:8][N:7]([C:10]([C:12]2[CH:13]=[CH:14][C:15]([CH2:18][N:19]3[CH2:20][CH2:21][O:22][CH2:23][CH2:24]3)=[CH:16][CH:17]=2)=[O:11])[CH2:6][CH2:5]1)([CH3:3])[CH3:2]. The catalyst class is: 14. (5) Reactant: [Br:1][C:2]1[CH:10]=[CH:9][C:8]([O:11]C)=[C:7]2[C:3]=1[CH2:4][N:5]([C:13](=[O:18])[C:14]([F:17])([F:16])[F:15])[CH2:6]2.C(Cl)Cl.B(Br)(Br)Br. Product: [Br:1][C:2]1[CH:10]=[CH:9][C:8]([OH:11])=[C:7]2[C:3]=1[CH2:4][N:5]([C:13](=[O:18])[C:14]([F:16])([F:17])[F:15])[CH2:6]2. The catalyst class is: 25.